From a dataset of Forward reaction prediction with 1.9M reactions from USPTO patents (1976-2016). Predict the product of the given reaction. (1) Given the reactants [Cl:1][C:2]1[C:39]([CH3:40])=[CH:38][C:5]([O:6][CH2:7][CH2:8][CH2:9][C:10]2[C:18]3[C:13](=[CH:14][CH:15]=[CH:16][CH:17]=3)[NH:12][C:11]=2[C:19]([NH:21][S:22]([CH2:25][CH2:26][N:27]2C(=O)C3C(=CC=CC=3)C2=O)(=[O:24])=[O:23])=[O:20])=[CH:4][C:3]=1[CH3:41].O.NN, predict the reaction product. The product is: [NH2:27][CH2:26][CH2:25][S:22]([NH:21][C:19]([C:11]1[NH:12][C:13]2[C:18]([C:10]=1[CH2:9][CH2:8][CH2:7][O:6][C:5]1[CH:4]=[C:3]([CH3:41])[C:2]([Cl:1])=[C:39]([CH3:40])[CH:38]=1)=[CH:17][CH:16]=[CH:15][CH:14]=2)=[O:20])(=[O:24])=[O:23]. (2) Given the reactants [CH3:1][N:2]([CH3:19])[C:3]([N:5]1[CH2:11][CH2:10][C:9]2[CH:12]=[C:13]([N+:16]([O-])=O)[CH:14]=[CH:15][C:8]=2[CH2:7][CH2:6]1)=[O:4], predict the reaction product. The product is: [CH3:1][N:2]([CH3:19])[C:3]([N:5]1[CH2:11][CH2:10][C:9]2[CH:12]=[C:13]([NH2:16])[CH:14]=[CH:15][C:8]=2[CH2:7][CH2:6]1)=[O:4]. (3) Given the reactants [NH:1]1[CH2:6][CH2:5][C:4](=[N:7][O:8][CH:9]2[CH2:14][CH2:13][N:12]([C:15]([O:17][CH:18]([CH3:20])[CH3:19])=[O:16])[CH2:11][CH2:10]2)[CH2:3][CH2:2]1.[Cl:21][C:22]1[C:27]([CH2:28][OH:29])=[CH:26][C:25]([F:30])=[C:24](Cl)[N:23]=1.C(N(C(C)C)CC)(C)C.C(OCC)(=O)C, predict the reaction product. The product is: [CH:18]([O:17][C:15]([N:12]1[CH2:11][CH2:10][CH:9]([O:8][N:7]=[C:4]2[CH2:3][CH2:2][N:1]([C:24]3[C:25]([F:30])=[CH:26][C:27]([CH2:28][OH:29])=[C:22]([Cl:21])[N:23]=3)[CH2:6][CH2:5]2)[CH2:14][CH2:13]1)=[O:16])([CH3:20])[CH3:19]. (4) Given the reactants [CH2:1]([NH:3][C:4]1[C:5]([CH:13]2[CH2:22][CH2:21][C:20]3[CH:19]=[C:18]([O:23]C(=O)C(C)(C)C)[CH:17]=[CH:16][C:15]=3[CH2:14]2)=[CH:6][C:7]2[O:11][CH2:10][O:9][C:8]=2[CH:12]=1)[CH3:2].Cl.[N:31]1([CH2:38][C:39]2[CH:47]=[CH:46][C:42]([C:43](O)=O)=[CH:41][CH:40]=2)[CH2:37][CH2:36][CH2:35][CH2:34][CH2:33][CH2:32]1, predict the reaction product. The product is: [N:31]1([CH2:38][C:39]2[CH:47]=[CH:46][C:42]([CH2:43][CH2:2][CH2:1][NH:3][C:4]3[C:5]([CH:13]4[CH2:22][CH2:21][C:20]5[CH:19]=[C:18]([OH:23])[CH:17]=[CH:16][C:15]=5[CH2:14]4)=[CH:6][C:7]4[O:11][CH2:10][O:9][C:8]=4[CH:12]=3)=[CH:41][CH:40]=2)[CH2:37][CH2:36][CH2:35][CH2:34][CH2:33][CH2:32]1. (5) Given the reactants [NH2:1][C:2]1[C:21]([C:22]2[CH:27]=[C:26]([C:28](=[O:34])[NH:29][C:30]([CH3:33])([CH3:32])[CH3:31])[CH:25]=[C:24]([NH2:35])[CH:23]=2)=[CH:20][C:5]2[C:6]([C:16]([NH:18][CH3:19])=[O:17])=[C:7]([C:9]3[CH:14]=[CH:13][C:12]([F:15])=[CH:11][CH:10]=3)[O:8][C:4]=2[CH:3]=1.N1C=CC=CC=1.[CH3:42][S:43](Cl)(=[O:45])=[O:44], predict the reaction product. The product is: [C:30]([NH:29][C:28]([C:26]1[CH:27]=[C:22]([C:21]2[C:2]([NH:1][S:43]([CH3:42])(=[O:45])=[O:44])=[CH:3][C:4]3[O:8][C:7]([C:9]4[CH:10]=[CH:11][C:12]([F:15])=[CH:13][CH:14]=4)=[C:6]([C:16]([NH:18][CH3:19])=[O:17])[C:5]=3[CH:20]=2)[CH:23]=[C:24]([NH:35][S:43]([CH3:42])(=[O:45])=[O:44])[CH:25]=1)=[O:34])([CH3:31])([CH3:32])[CH3:33]. (6) Given the reactants [F:1][CH:2]([F:11])[C:3]([C:5]1[CH:10]=[CH:9][CH:8]=[CH:7][CH:6]=1)=[O:4].[C:12]([O:15][CH2:16][CH2:17][C:18]1[CH:23]=[CH:22][C:21](Br)=[CH:20][CH:19]=1)(=[O:14])[CH3:13], predict the reaction product. The product is: [C:12]([O:15][CH2:16][CH2:17][C:18]1[CH:23]=[CH:22][C:21]([C:2]([F:11])([F:1])[C:3](=[O:4])[C:5]2[CH:6]=[CH:7][CH:8]=[CH:9][CH:10]=2)=[CH:20][CH:19]=1)(=[O:14])[CH3:13]. (7) The product is: [CH3:24][NH:25][C:26]([NH:28][C:29]1[CH:34]=[CH:33][C:32]([C:2]2[N:11]=[CH:10][C:9]3[N:8]([CH:12]4[CH2:17][CH2:16][O:15][CH2:14][CH2:13]4)[C:7](=[O:18])[C:6]4([CH3:23])[CH2:19][O:20][CH2:21][CH2:22][N:5]4[C:4]=3[N:3]=2)=[CH:31][CH:30]=1)=[O:27]. Given the reactants Cl[C:2]1[N:11]=[CH:10][C:9]2[N:8]([CH:12]3[CH2:17][CH2:16][O:15][CH2:14][CH2:13]3)[C:7](=[O:18])[C:6]3([CH3:23])[CH2:19][O:20][CH2:21][CH2:22][N:5]3[C:4]=2[N:3]=1.[CH3:24][NH:25][C:26]([NH:28][C:29]1[CH:34]=[CH:33][C:32](B2OC(C)(C)C(C)(C)O2)=[CH:31][CH:30]=1)=[O:27].C(=O)(O)[O-].[Na+], predict the reaction product. (8) Given the reactants Cl[CH2:2][C:3]1[O:4][C:5]2[CH:17]=[C:16]([O:18][CH2:19][C:20]3[N:21]=[C:22]([C:26]4[CH:31]=[CH:30][CH:29]=[CH:28][CH:27]=4)[O:23][C:24]=3[CH3:25])[CH:15]=[CH:14][C:6]=2[C:7]=1[C:8]1[CH:13]=[CH:12][CH:11]=[CH:10][CH:9]=1.[OH:32][C:33]1[C:37]([C:38]([O:40][CH2:41][CH3:42])=[O:39])=[CH:36][N:35]([C:43]2[CH:48]=[CH:47][CH:46]=[CH:45][CH:44]=2)[N:34]=1.C(=O)([O-])[O-].[K+].[K+].CN(C)C=O, predict the reaction product. The product is: [CH3:25][C:24]1[O:23][C:22]([C:26]2[CH:31]=[CH:30][CH:29]=[CH:28][CH:27]=2)=[N:21][C:20]=1[CH2:19][O:18][C:16]1[CH:15]=[CH:14][C:6]2[C:7]([C:8]3[CH:13]=[CH:12][CH:11]=[CH:10][CH:9]=3)=[C:3]([CH2:2][O:32][C:33]3[C:37]([C:38]([O:40][CH2:41][CH3:42])=[O:39])=[CH:36][N:35]([C:43]4[CH:48]=[CH:47][CH:46]=[CH:45][CH:44]=4)[N:34]=3)[O:4][C:5]=2[CH:17]=1.